This data is from Reaction yield outcomes from USPTO patents with 853,638 reactions. The task is: Predict the reaction yield, written as a fraction of the theoretical maximum amount of product (1.0 means a 100% yield; for example, 0.34 means a 34% yield). The reactants are Br[CH2:2][C:3]([C:5]1[CH:10]=[C:9]([Cl:11])[CH:8]=[CH:7][C:6]=1[OH:12])=O.[NH2:13][C:14]([NH2:16])=[S:15].C(=O)([O-])O.[Na+]. The catalyst is C(O)C. The product is [NH2:16][C:14]1[S:15][CH:2]=[C:3]([C:5]2[CH:10]=[C:9]([Cl:11])[CH:8]=[CH:7][C:6]=2[OH:12])[N:13]=1. The yield is 0.645.